Dataset: Full USPTO retrosynthesis dataset with 1.9M reactions from patents (1976-2016). Task: Predict the reactants needed to synthesize the given product. (1) Given the product [C:15]([NH:1][C@H:2]([CH2:13][OH:14])[C:3]([NH:5][CH2:6][C:7]1[CH:12]=[CH:11][CH:10]=[CH:9][CH:8]=1)=[O:4])(=[O:17])[CH3:16], predict the reactants needed to synthesize it. The reactants are: [NH2:1][C@H:2]([CH2:13][OH:14])[C:3]([NH:5][CH2:6][C:7]1[CH:12]=[CH:11][CH:10]=[CH:9][CH:8]=1)=[O:4].[C:15](OC(=O)C)(=[O:17])[CH3:16].C1(C)C=CC=CC=1. (2) Given the product [F:1][C:2]([F:7])([F:6])[C:3]([OH:5])=[O:4].[CH2:39]([S:36]([N:33]1[CH2:34][CH2:35][CH:30]([C:21]2[C:20]3[C:24](=[C:25]([C:27]([NH2:29])=[O:28])[CH:26]=[C:18]([C:15]4[CH:14]=[C:13]([CH2:12][N:10]([CH3:11])[CH2:8][CH2:9][C:43]5[CH:44]=[CH:3][CH:2]=[CH:41][N:42]=5)[S:17][CH:16]=4)[CH:19]=3)[NH:23][CH:22]=2)[CH2:31][CH2:32]1)(=[O:37])=[O:38])[CH3:40], predict the reactants needed to synthesize it. The reactants are: [F:1][C:2]([F:7])([F:6])[C:3]([OH:5])=[O:4].[CH2:8]([N:10]([CH2:12][C:13]1[S:17][CH:16]=[C:15]([C:18]2[CH:19]=[C:20]3[C:24](=[C:25]([C:27]([NH2:29])=[O:28])[CH:26]=2)[NH:23][CH:22]=[C:21]3[CH:30]2[CH2:35][CH2:34][N:33]([S:36]([CH2:39][CH3:40])(=[O:38])=[O:37])[CH2:32][CH2:31]2)[CH:14]=1)[CH3:11])[CH3:9].[CH3:41][NH:42][CH2:43][CH3:44]. (3) The reactants are: [I-].[K+].[F:3][C:4]1[C:9]([N+:10]([O-:12])=[O:11])=[CH:8][C:7]([S:13](Cl)(=O)=O)=[C:6]([CH3:17])[CH:5]=1.[PH2]([O-])=O.[Na+].[OH2:22]. Given the product [S:13]([C:7]1[CH:8]=[C:9]([N+:10]([O-:11])=[O:22])[C:4]([F:3])=[CH:5][C:6]=1[CH3:17])[S:13][C:7]1[CH:8]=[C:9]([N+:10]([O-:12])=[O:11])[C:4]([F:3])=[CH:5][C:6]=1[CH3:17], predict the reactants needed to synthesize it. (4) Given the product [C:9]([O:13][C:14]([N:16]1[CH2:17][CH:18]=[C:19]([C:2]2[CH:7]=[CH:6][C:5]([Br:8])=[CH:4][N:3]=2)[CH2:20][CH2:21]1)=[O:15])([CH3:12])([CH3:10])[CH3:11], predict the reactants needed to synthesize it. The reactants are: Br[C:2]1[CH:7]=[CH:6][C:5]([Br:8])=[CH:4][N:3]=1.[C:9]([O:13][C:14]([N:16]1[CH2:21][CH:20]=[C:19](B2OC(C)(C)C(C)(C)O2)[CH2:18][CH2:17]1)=[O:15])([CH3:12])([CH3:11])[CH3:10].C(=O)([O-])[O-].[Na+].[Na+].O.C(=O)(O)[O-].[Na+]. (5) Given the product [CH3:10][C:8]1[CH:7]=[CH:6][C:3]([C:4]2[NH:13][N:12]=[N:11][N:5]=2)=[C:2]([CH:9]=1)[NH2:1], predict the reactants needed to synthesize it. The reactants are: [NH2:1][C:2]1[CH:9]=[C:8]([CH3:10])[CH:7]=[CH:6][C:3]=1[C:4]#[N:5].[N-:11]=[N+:12]=[N-:13].[Na+].Cl.C(N(CC)CC)C. (6) The reactants are: [NH2:1][C:2]1[S:3][C:4]([C:8]([OH:10])=O)=[C:5]([CH3:7])[N:6]=1.C(N(CC)CC)C.Cl.[CH:19]1([CH:23]([NH2:25])[CH3:24])[CH2:22][CH2:21][CH2:20]1.CN([P+](ON1N=NC2C=CC=CC1=2)(N(C)C)N(C)C)C.F[P-](F)(F)(F)(F)F. Given the product [CH:19]1([CH:23]([NH:25][C:8]([C:4]2[S:3][C:2]([NH2:1])=[N:6][C:5]=2[CH3:7])=[O:10])[CH3:24])[CH2:22][CH2:21][CH2:20]1, predict the reactants needed to synthesize it. (7) Given the product [C:27]([O:35][CH2:36][C:37]1[CH:45]=[CH:44][CH:43]=[CH:42][C:38]=1[C:39]([NH:19][C:16]1[CH:15]=[CH:14][C:13]2[C:18](=[C:9]([O:8][CH:2]([CH3:1])[CH2:3][C:4]([CH3:7])([CH3:6])[CH3:5])[CH:10]=[CH:11][CH:12]=2)[N:17]=1)=[O:40])(=[O:34])[C:28]1[CH:29]=[CH:30][CH:31]=[CH:32][CH:33]=1, predict the reactants needed to synthesize it. The reactants are: [CH3:1][CH:2]([O:8][C:9]1[CH:10]=[CH:11][CH:12]=[C:13]2[C:18]=1[N:17]=[C:16]([NH2:19])[CH:15]=[CH:14]2)[CH2:3][C:4]([CH3:7])([CH3:6])[CH3:5].CCN(CC)CC.[C:27]([O:35][CH2:36][C:37]1[CH:45]=[CH:44][CH:43]=[CH:42][C:38]=1[C:39](Cl)=[O:40])(=[O:34])[C:28]1[CH:33]=[CH:32][CH:31]=[CH:30][CH:29]=1.